From a dataset of Experimentally validated miRNA-target interactions with 360,000+ pairs, plus equal number of negative samples. Binary Classification. Given a miRNA mature sequence and a target amino acid sequence, predict their likelihood of interaction. (1) The miRNA is hsa-miR-142-3p with sequence UGUAGUGUUUCCUACUUUAUGGA. The protein sequence of the target gene is MVFAFWKVFLILSCLAGQVSVVQVTIPDGFVNVTVGSNVTLICIYTTTVASREQLSIQWSFFHKKEMEPISIYFSQGGQAVAIGQFKDRITGSNDPGNASITISHMQPADSGIYICDVNNPPDFLGQNQGILNVSVLVKPSKPLCSVQGRPETGHTISLSCLSALGTPSPVYYWHKLEGRDIVPVKENFNPTTGILVIGNLTNFEQGYYQCTAINRLGNSSCEIDLTSSHPEVGIIVGALIGSLVGAAIIISVVCFARNKAKAKAKERNSKTIAELEPMTKINPRGESEAMPREDATQLE.... Result: 1 (interaction). (2) The miRNA is dme-miR-13b-3p with sequence UAUCACAGCCAUUUUGACGAGU. The protein sequence of the target gene is MQRLPAATRATLILSLAFASLHSACSAEASSSNSSSLTAHHPDPGTLEQCLNVDFCPQAARCCRTGVDEYGWIAAAVGWSLWFLTLILLCVDKLMKLTPDEPKDLQA. Result: 0 (no interaction).